This data is from Full USPTO retrosynthesis dataset with 1.9M reactions from patents (1976-2016). The task is: Predict the reactants needed to synthesize the given product. (1) Given the product [CH2:1]([O:8][C:9]([CH:11]1[CH2:16][C:15](=[O:17])[CH2:14][CH2:13][CH:12]1[C:18]([N:20]1[CH2:24][CH2:23][CH:22]([C:25]2[CH:26]=[CH:27][CH:28]=[CH:29][CH:30]=2)[CH2:21]1)=[O:19])=[O:10])[C:2]1[CH:3]=[CH:4][CH:5]=[CH:6][CH:7]=1, predict the reactants needed to synthesize it. The reactants are: [CH2:1]([O:8][C:9]([CH:11]1[CH2:16][CH:15]([OH:17])[CH2:14][CH2:13][CH:12]1[C:18]([N:20]1[CH2:24][CH2:23][CH:22]([C:25]2[CH:30]=[CH:29][CH:28]=[CH:27][CH:26]=2)[CH2:21]1)=[O:19])=[O:10])[C:2]1[CH:7]=[CH:6][CH:5]=[CH:4][CH:3]=1.CC(OI1(OC(C)=O)(OC(C)=O)OC(=O)C2C=CC=CC1=2)=O.[OH-].[Na+]. (2) Given the product [Br:12][C:13]1[CH:14]=[N:15][CH:16]=[CH:17][C:18]=1[C:19]1[CH2:23][CH2:22][CH2:21][CH:20]=1, predict the reactants needed to synthesize it. The reactants are: CC1C=CC(S(O)(=O)=O)=CC=1.[Br:12][C:13]1[CH:14]=[N:15][CH:16]=[CH:17][C:18]=1[C:19]1(O)[CH2:23][CH2:22][CH2:21][CH2:20]1.C(OCC)(=O)C. (3) Given the product [NH2:30][C:29]1[O:28][CH:3]([CH2:4][NH:5][C:6]2[C:15]3[C:10](=[CH:11][CH:12]=[C:13]([Cl:16])[CH:14]=3)[N:9]=[C:8]([N:17]3[CH2:23][CH2:22][CH2:21][C:20]4[CH:24]=[CH:25][CH:26]=[CH:27][C:19]=4[CH2:18]3)[CH:7]=2)[CH2:2][N:1]=1, predict the reactants needed to synthesize it. The reactants are: [NH2:1][CH2:2][CH:3]([OH:28])[CH2:4][NH:5][C:6]1[C:15]2[C:10](=[CH:11][CH:12]=[C:13]([Cl:16])[CH:14]=2)[N:9]=[C:8]([N:17]2[CH2:23][CH2:22][CH2:21][C:20]3[CH:24]=[CH:25][CH:26]=[CH:27][C:19]=3[CH2:18]2)[CH:7]=1.[CH2:29]1C2C=CC=CC=2CCC[NH:30]1.NCC(O)CN.C(N)CN.NCC(O)CNC1C2C(=CC=CC=2)N=C(N2CCCC3C=CC=CC=3C2)C=1.